Dataset: Reaction yield outcomes from USPTO patents with 853,638 reactions. Task: Predict the reaction yield, written as a fraction of the theoretical maximum amount of product (1.0 means a 100% yield; for example, 0.34 means a 34% yield). (1) The reactants are [C:1]([C:3]1[C:11]2[O:10][C:9]([C:12]3[CH:17]=[CH:16][C:15]([C:18]4([NH:22][C:23](=[O:29])[O:24][C:25]([CH3:28])([CH3:27])[CH3:26])[CH2:21][CH2:20][CH2:19]4)=[CH:14][CH:13]=3)=[C:8](I)[C:7]=2[CH:6]=[CH:5][CH:4]=1)#[N:2].[C:31]1(P([C:31]2[CH:36]=[CH:35][CH:34]=[CH:33][CH:32]=2)[C:31]2[CH:36]=[CH:35][CH:34]=[CH:33][CH:32]=2)[CH:36]=[CH:35][CH:34]=[CH:33][CH:32]=1.[F-].[Cs+].C1(B(O)O)C=CC=CC=1. The catalyst is C(COC)OC.ClCCl.CC([O-])=O.CC([O-])=O.[Pd+2]. The product is [C:1]([C:3]1[C:11]2[O:10][C:9]([C:12]3[CH:17]=[CH:16][C:15]([C:18]4([NH:22][C:23](=[O:29])[O:24][C:25]([CH3:28])([CH3:27])[CH3:26])[CH2:21][CH2:20][CH2:19]4)=[CH:14][CH:13]=3)=[C:8]([C:31]3[CH:36]=[CH:35][CH:34]=[CH:33][CH:32]=3)[C:7]=2[CH:6]=[CH:5][CH:4]=1)#[N:2]. The yield is 0.700. (2) The reactants are [ClH:1].Cl.[CH3:3][O:4][CH2:5][C:6]1[CH:11]=[CH:10][C:9]([C:12]2[C:13]([N:18]3[CH2:23][CH2:22][NH:21][CH2:20][CH2:19]3)=[N:14][CH:15]=[CH:16][N:17]=2)=[CH:8][CH:7]=1.[OH-].[Na+].[CH3:26][N:27]([CH2:37][CH:38]=O)[S:28]([C:31]1[CH:32]=[N:33][N:34]([CH3:36])[CH:35]=1)(=[O:30])=[O:29].C(O[BH-](OC(=O)C)OC(=O)C)(=O)C.[Na+]. The catalyst is ClCCCl. The product is [ClH:1].[CH3:3][O:4][CH2:5][C:6]1[CH:11]=[CH:10][C:9]([C:12]2[C:13]([N:18]3[CH2:23][CH2:22][N:21]([CH2:38][CH2:37][N:27]([CH3:26])[S:28]([C:31]4[CH:32]=[N:33][N:34]([CH3:36])[CH:35]=4)(=[O:30])=[O:29])[CH2:20][CH2:19]3)=[N:14][CH:15]=[CH:16][N:17]=2)=[CH:8][CH:7]=1. The yield is 0.930. (3) The catalyst is C1COCC1. The product is [O:28]=[C:27]1[C:26]2[C:21](=[CH:22][CH:23]=[CH:24][CH:25]=2)[NH:20][CH:19]=[C:18]1[C:16]([NH:15][C:14]1[CH:13]=[C:12]2[C:8]([CH:9]=[CH:10][NH:11]2)=[CH:7][C:6]=1[C:4]([OH:5])=[O:3])=[O:17]. The reactants are C([O:3][C:4]([C:6]1[CH:7]=[C:8]2[C:12](=[CH:13][C:14]=1[NH:15][C:16]([C:18]1[C:27](=[O:28])[C:26]3[C:21](=[CH:22][CH:23]=[CH:24][CH:25]=3)[NH:20][CH:19]=1)=[O:17])[NH:11][CH:10]=[CH:9]2)=[O:5])C.[OH-].[Na+]. The yield is 0.930. (4) The reactants are [CH3:1][C:2]1[O:3][C:4]2[C:10]([C:11](O)=[O:12])=[CH:9][CH:8]=[C:7](/[CH:14]=[CH:15]/[C:16](=[O:33])[NH:17][CH:18]([C:23]3[CH:28]=[CH:27][CH:26]=[C:25]([C:29]([F:32])([F:31])[F:30])[CH:24]=3)[C:19]([F:22])([F:21])[F:20])[C:5]=2[CH:6]=1.C1(C)C(S(O)(=O)=O)=CC=CC=1.[F:45][C@H:46]1[CH2:48][C@H:47]1[NH2:49].CN(C(ON1N=NC2C=CC=NC1=2)=[N+](C)C)C.F[P-](F)(F)(F)(F)F.CCN(C(C)C)C(C)C. The catalyst is CN(C=O)C.O. The product is [F:45][CH:46]1[CH2:48][CH:47]1[NH:49][C:11]([C:10]1[C:4]2[O:3][C:2]([CH3:1])=[CH:6][C:5]=2[C:7](/[CH:14]=[CH:15]/[C:16](=[O:33])[NH:17][CH:18]([C:23]2[CH:28]=[CH:27][CH:26]=[C:25]([C:29]([F:30])([F:31])[F:32])[CH:24]=2)[C:19]([F:22])([F:20])[F:21])=[CH:8][CH:9]=1)=[O:12]. The yield is 0.420. (5) The reactants are Br[C:2](=[CH:5]OC(C)C)[CH:3]=[O:4].[NH2:10][C:11]1[CH2:16][N:15]([CH3:17])[C:14](=[O:18])[CH2:13][N:12]=1.C(N(CC)CC)C. The catalyst is C(#N)C. The product is [CH3:17][N:15]1[C:14](=[O:18])[CH2:13][N:12]2[CH:5]=[C:2]([CH:3]=[O:4])[N:10]=[C:11]2[CH2:16]1.[CH3:17][N:15]1[C:14](=[O:18])[CH2:13][N:12]2[C:2]([CH:3]=[O:4])=[CH:5][N:10]=[C:11]2[CH2:16]1. The yield is 0.491. (6) The reactants are [CH3:1][N:2]1[C:6]([C:7]2[CH:8]=[C:9]([C:12]([OH:14])=O)[O:10][CH:11]=2)=[CH:5][CH:4]=[N:3]1.[NH2:15][C@@H:16]([CH2:29][C:30]1[CH:35]=[CH:34][CH:33]=[CH:32][C:31]=1[C:36]([F:39])([F:38])[F:37])[CH2:17][N:18]1[C:26](=[O:27])[C:25]2[C:20](=[CH:21][CH:22]=[CH:23][CH:24]=2)[C:19]1=[O:28].C(N(CC)C(C)C)(C)C.F[P-](F)(F)(F)(F)F.Br[P+](N1CCCC1)(N1CCCC1)N1CCCC1. The catalyst is C(Cl)Cl. The product is [O:27]=[C:26]1[C:25]2[C:20](=[CH:21][CH:22]=[CH:23][CH:24]=2)[C:19](=[O:28])[N:18]1[CH2:17][C@@H:16]([NH:15][C:12]([C:9]1[O:10][CH:11]=[C:7]([C:6]2[N:2]([CH3:1])[N:3]=[CH:4][CH:5]=2)[CH:8]=1)=[O:14])[CH2:29][C:30]1[CH:35]=[CH:34][CH:33]=[CH:32][C:31]=1[C:36]([F:38])([F:37])[F:39]. The yield is 0.500.